Task: Predict which catalyst facilitates the given reaction.. Dataset: Catalyst prediction with 721,799 reactions and 888 catalyst types from USPTO (1) Reactant: [C:1]([O:5][C:6]([N:8]([C:13]1[CH:14]=[C:15]2[C:19](=[CH:20][CH:21]=1)[N:18]([CH2:22][C:23]([OH:25])=[O:24])[CH:17]=[CH:16]2)[S:9]([CH3:12])(=[O:11])=[O:10])=[O:7])([CH3:4])([CH3:3])[CH3:2].[Cl:26][C:27]1[CH:28]=[N+:29]([O-:52])[CH:30]=[C:31]([Cl:51])[C:32]=1[CH2:33][C@@H:34]([C:36]1[CH:41]=[CH:40][C:39]([O:42][CH:43]([F:45])[F:44])=[C:38]([O:46][CH2:47][CH:48]2[CH2:50][CH2:49]2)[CH:37]=1)O.C(Cl)CCl.Cl. Product: [C:1]([O:5][C:6]([N:8]([C:13]1[CH:14]=[C:15]2[C:19](=[CH:20][CH:21]=1)[N:18]([CH2:22][C:23]([O:25][C@H:34]([C:36]1[CH:41]=[CH:40][C:39]([O:42][CH:43]([F:44])[F:45])=[C:38]([O:46][CH2:47][CH:48]3[CH2:49][CH2:50]3)[CH:37]=1)[CH2:33][C:32]1[C:31]([Cl:51])=[CH:30][N+:29]([O-:52])=[CH:28][C:27]=1[Cl:26])=[O:24])[CH:17]=[CH:16]2)[S:9]([CH3:12])(=[O:11])=[O:10])=[O:7])([CH3:4])([CH3:2])[CH3:3]. The catalyst class is: 64. (2) Reactant: Cl[CH2:2][CH2:3][CH2:4][N:5]1[C:13]2[C:8](=[CH:9][C:10]([N+:14]([O-:16])=[O:15])=[CH:11][CH:12]=2)[CH:7]=[CH:6]1.[I-].[K+].C(=O)([O-])[O-].[K+].[K+].[NH:25]1[CH2:30][CH2:29][O:28][CH2:27][CH2:26]1. Product: [N+:14]([C:10]1[CH:9]=[C:8]2[C:13](=[CH:12][CH:11]=1)[N:5]([CH2:4][CH2:3][CH2:2][N:25]1[CH2:30][CH2:29][O:28][CH2:27][CH2:26]1)[CH:6]=[CH:7]2)([O-:16])=[O:15]. The catalyst class is: 4. (3) Reactant: [NH2:1][C:2]1[CH:3]=[C:4](O)[CH:5]=[C:6]([O:8][CH3:9])[CH:7]=1.[CH:11]([OH:14])([CH3:13])[CH3:12].C1(P(C2C=CC=CC=2)C2C=CC=CC=2)C=CC=CC=1.N(C(OCC)=O)=NC(OCC)=O. Product: [CH:11]([O:14][C:4]1[CH:3]=[C:2]([CH:7]=[C:6]([O:8][CH3:9])[CH:5]=1)[NH2:1])([CH3:13])[CH3:12]. The catalyst class is: 1. (4) Reactant: Br[C:2]1[CH:7]=[CH:6][C:5]([O:8][C:9]2[CH:14]=[CH:13][C:12]([O:15][C:16]([F:19])([F:18])[F:17])=[CH:11][CH:10]=2)=[CH:4][CH:3]=1.C([Li])CCC.C([O:28][B:29](OC(C)C)[O:30]C(C)C)(C)C. Product: [F:17][C:16]([F:19])([F:18])[O:15][C:12]1[CH:13]=[CH:14][C:9]([O:8][C:5]2[CH:6]=[CH:7][C:2]([B:29]([OH:30])[OH:28])=[CH:3][CH:4]=2)=[CH:10][CH:11]=1. The catalyst class is: 1. (5) The catalyst class is: 127. Reactant: N#N.Cl[C:4]1[C:5]([O:10][C:11]2[CH:16]=[CH:15][C:14]([NH:17][C:18]3[CH:23]=[CH:22][CH:21]=[CH:20][N:19]=3)=[CH:13][CH:12]=2)=[N:6][CH:7]=[CH:8][N:9]=1.C([O-])(=O)C.[K+].CC1(C)C(C)(C)OB([C:37]2[CH2:42][CH2:41][N:40]([C:43]([O:45][C:46]([CH3:49])([CH3:48])[CH3:47])=[O:44])[CH2:39][CH:38]=2)O1. Product: [N:19]1[CH:20]=[CH:21][CH:22]=[CH:23][C:18]=1[NH:17][C:14]1[CH:15]=[CH:16][C:11]([O:10][C:5]2[C:4]([C:37]3[CH2:42][CH2:41][N:40]([C:43]([O:45][C:46]([CH3:49])([CH3:48])[CH3:47])=[O:44])[CH2:39][CH:38]=3)=[N:9][CH:8]=[CH:7][N:6]=2)=[CH:12][CH:13]=1. (6) The catalyst class is: 7. Reactant: C[O:2][C:3]([C:5]1[CH:6]=[CH:7][C:8]2[O:12][C:11]([NH:13][CH:14]3[CH2:19][CH2:18][N:17]([CH2:20][C:21]4[CH:26]=[C:25]([O:27][CH2:28][CH3:29])[C:24]([F:30])=[C:23]([O:31][CH2:32][CH3:33])[CH:22]=4)[CH2:16][CH2:15]3)=[N:10][C:9]=2[CH:34]=1)=O.[H-].[Al+3].[Li+].[H-].[H-].[H-]. Product: [CH2:32]([O:31][C:23]1[CH:22]=[C:21]([CH:26]=[C:25]([O:27][CH2:28][CH3:29])[C:24]=1[F:30])[CH2:20][N:17]1[CH2:16][CH2:15][CH:14]([NH:13][C:11]2[O:12][C:8]3[CH:7]=[CH:6][C:5]([CH2:3][OH:2])=[CH:34][C:9]=3[N:10]=2)[CH2:19][CH2:18]1)[CH3:33]. (7) Reactant: [CH2:1]([C@@H:6]1[CH2:10][CH2:9][CH2:8][C@H:7]1[OH:11])[CH2:2][CH2:3][CH:4]=[CH2:5].[CH2:12]1[C:17](=[O:18])[N:16]([O:19][C:20](ON2C(=O)CCC2=O)=[O:21])[C:14](=[O:15])[CH2:13]1.CCN(CC)CC. Product: [CH2:1]([C@@H:6]1[CH2:10][CH2:9][CH2:8][C@H:7]1[O:11][C:20]([O:19][N:16]1[C:17](=[O:18])[CH2:12][CH2:13][C:14]1=[O:15])=[O:21])[CH2:2][CH2:3][CH:4]=[CH2:5]. The catalyst class is: 23. (8) Reactant: [N:1]1[N:2]([C:10]2[CH:15]=[C:14]([CH3:16])[CH:13]=[C:12]([CH2:17]Cl)[C:11]=2[OH:19])[N:3]=[C:4]2[CH:9]=[CH:8][CH:7]=[CH:6][C:5]=12.[CH3:20][C:21]1([CH3:29])[CH2:26][CH:25]([CH3:27])[CH2:24][CH:23]([OH:28])[CH2:22]1.[H-].[Na+]. Product: [N:1]1[N:2]([C:10]2[CH:15]=[C:14]([CH3:16])[CH:13]=[C:12]([CH2:17][O:28][CH:23]3[CH2:24][CH:25]([CH3:27])[CH2:26][C:21]([CH3:29])([CH3:20])[CH2:22]3)[C:11]=2[OH:19])[N:3]=[C:4]2[CH:9]=[CH:8][CH:7]=[CH:6][C:5]=12. The catalyst class is: 12. (9) Reactant: [C:1]1(=[O:11])[NH:5][C:4](=[O:6])[C:3]2=[CH:7][CH:8]=[CH:9][CH:10]=[C:2]12.C(=O)([O-])[O-].[K+].[K+].Cl[CH2:19][C:20]([C:22]1[CH:27]=[C:26]([N+:28]([O-:30])=[O:29])[C:25]([OH:31])=[C:24]([OH:32])[CH:23]=1)=[O:21]. Product: [OH:32][C:24]1[CH:23]=[C:22]([C:20](=[O:21])[CH2:19][N:5]2[C:1](=[O:11])[C:2]3[C:3](=[CH:7][CH:8]=[CH:9][CH:10]=3)[C:4]2=[O:6])[CH:27]=[C:26]([N+:28]([O-:30])=[O:29])[C:25]=1[OH:31]. The catalyst class is: 3.